Dataset: Forward reaction prediction with 1.9M reactions from USPTO patents (1976-2016). Task: Predict the product of the given reaction. Given the reactants [Cl:1][C:2]1[CH:7]=[CH:6][C:5]([C:8]2[NH:9][C:10]3[N:11]([N:15]=[CH:16][C:17]=3[C:18](/[N:20]=[C:21](/[N:23](C)C)\[CH3:22])=[O:19])[C:12](=[O:14])[CH:13]=2)=[CH:4][C:3]=1[O:26][CH2:27][C:28]([F:31])([F:30])[F:29].O1CCOCC1.NO.Cl.CC(O)=O, predict the reaction product. The product is: [Cl:1][C:2]1[CH:7]=[CH:6][C:5]([C:8]2[NH:9][C:10]3[N:11]([N:15]=[CH:16][C:17]=3[C:18]3[O:19][N:23]=[C:21]([CH3:22])[N:20]=3)[C:12](=[O:14])[CH:13]=2)=[CH:4][C:3]=1[O:26][CH2:27][C:28]([F:31])([F:30])[F:29].